Dataset: Forward reaction prediction with 1.9M reactions from USPTO patents (1976-2016). Task: Predict the product of the given reaction. (1) Given the reactants [CH3:1][C:2]1[O:6][C:5]([C:7]2[CH:8]=[N:9][NH:10][C:11]=2[NH2:12])=[N:4][CH:3]=1.[Cl:13][C:14]1[CH:19]=[CH:18][C:17]([C:20](=O)[CH2:21][C:22](OCC)=[O:23])=[CH:16][C:15]=1[O:28][CH2:29][CH3:30].CC1C=CC(S(O)(=O)=O)=CC=1, predict the reaction product. The product is: [Cl:13][C:14]1[CH:19]=[CH:18][C:17]([C:20]2[NH:12][C:11]3[N:10]([N:9]=[CH:8][C:7]=3[C:5]3[O:6][C:2]([CH3:1])=[CH:3][N:4]=3)[C:22](=[O:23])[CH:21]=2)=[CH:16][C:15]=1[O:28][CH2:29][CH3:30]. (2) Given the reactants [OH:1][C:2]1[CH:11]=[CH:10][CH:9]=[C:8]2[C:3]=1[N:4]=[CH:5][CH:6]=[N:7]2.[P:12](Cl)(Cl)(Cl)=[O:13].Cl.[CH:18]([O:21][C:22](=[O:26])[C@H:23]([CH3:25])[NH2:24])([CH3:20])[CH3:19].FC1C(O)=C(F)C(F)=C(F)C=1F.[F:39][C@:40]1([CH3:56])[C@H:44]([OH:45])[C@@H:43]([CH2:46][OH:47])[O:42][C@H:41]1[N:48]1[CH:55]=[CH:54][C:52](=[O:53])[NH:51][C:49]1=[O:50], predict the reaction product. The product is: [CH:18]([O:21][C:22](=[O:26])[C@@H:23]([NH:24][P:12]([O:1][C:2]1[CH:11]=[CH:10][CH:9]=[C:8]2[C:3]=1[N:4]=[CH:5][CH:6]=[N:7]2)([O:47][CH2:46][C@@H:43]1[C@@H:44]([OH:45])[C@:40]([F:39])([CH3:56])[C@H:41]([N:48]2[CH:55]=[CH:54][C:52](=[O:53])[NH:51][C:49]2=[O:50])[O:42]1)=[O:13])[CH3:25])([CH3:20])[CH3:19]. (3) Given the reactants [OH-].[Na+].[CH3:3][CH:4]([OH:6])[CH3:5].Br[CH2:8][C:9]([O:11][C:12]([CH3:15])([CH3:14])[CH3:13])=[O:10], predict the reaction product. The product is: [CH:4]([O:6][CH2:8][C:9]([O:11][C:12]([CH3:15])([CH3:14])[CH3:13])=[O:10])([CH3:5])[CH3:3].